Predict the reactants needed to synthesize the given product. From a dataset of Retrosynthesis with 50K atom-mapped reactions and 10 reaction types from USPTO. (1) Given the product NC(CO)c1ccc(F)cc1C(F)(F)F, predict the reactants needed to synthesize it. The reactants are: NC(C(=O)O)c1ccc(F)cc1C(F)(F)F. (2) Given the product COc1cc(C#N)c(-c2cccc(-c3ccccc3)c2)nc1OC, predict the reactants needed to synthesize it. The reactants are: COc1cc(Br)c(-c2cccc(-c3ccccc3)c2)nc1OC.[C-]#N. (3) Given the product COC(=O)c1c(N)ccc2c3c(cnc12)OCC3, predict the reactants needed to synthesize it. The reactants are: COC(=O)c1c(N)ccc2c1ncc1occc12. (4) Given the product CC(=O)N1c2ccccc2N(Cc2c(C)ccc3ccccc23)C(=O)[C@@H](NC(=O)[C@H](C)N(C)C(=O)OC(C)(C)C)[C@@H]1C, predict the reactants needed to synthesize it. The reactants are: CC(=O)N1c2ccccc2NC(=O)[C@@H](NC(=O)[C@H](C)N(C)C(=O)OC(C)(C)C)[C@@H]1C.Cc1ccc2ccccc2c1CCl.